Dataset: Peptide-MHC class I binding affinity with 185,985 pairs from IEDB/IMGT. Task: Regression. Given a peptide amino acid sequence and an MHC pseudo amino acid sequence, predict their binding affinity value. This is MHC class I binding data. (1) The peptide sequence is VTNRHEEKF. The MHC is HLA-B58:01 with pseudo-sequence HLA-B58:01. The binding affinity (normalized) is 0.655. (2) The peptide sequence is QVFKGVVIR. The MHC is HLA-B46:01 with pseudo-sequence HLA-B46:01. The binding affinity (normalized) is 0.0847. (3) The peptide sequence is TDRWGLTKSI. The MHC is Mamu-A11 with pseudo-sequence Mamu-A11. The binding affinity (normalized) is 0.268. (4) The peptide sequence is RIYKTIKQY. The MHC is HLA-B08:02 with pseudo-sequence HLA-B08:02. The binding affinity (normalized) is 0.0847. (5) The peptide sequence is SRTPSGKRL. The MHC is HLA-B35:01 with pseudo-sequence HLA-B35:01. The binding affinity (normalized) is 0.0847. (6) The peptide sequence is SQRVEFLEY. The MHC is HLA-A25:01 with pseudo-sequence HLA-A25:01. The binding affinity (normalized) is 0.0847.